This data is from Forward reaction prediction with 1.9M reactions from USPTO patents (1976-2016). The task is: Predict the product of the given reaction. (1) Given the reactants [Cl:1][C:2]1[CH:10]=[C:9]([C:11](=[O:24])[NH:12][CH2:13][C:14]2[NH:15][C:16]3[CH:22]=[C:21]([Cl:23])[CH:20]=[CH:19][C:17]=3[N:18]=2)[CH:8]=[CH:7][C:3]=1[C:4](O)=[O:5].CN(C(O[N:33]1N=[N:40][C:35]2C=[CH:37][CH:38]=[CH:39][C:34]1=2)=[N+](C)C)C.[B-](F)(F)(F)F.C(N(C(C)C)CC)(C)C.C(OC(NCC1CCCN1)=O)(C)(C)C.FC(F)(F)C(O)=O.[OH-].[Na+], predict the reaction product. The product is: [Cl:1][C:2]1[CH:10]=[C:9]([CH:8]=[CH:7][C:3]=1[C:4]([N:33]1[CH2:37][CH2:38][CH2:39][CH:34]1[CH2:35][NH2:40])=[O:5])[C:11]([NH:12][CH2:13][C:14]1[NH:18][C:17]2[CH:19]=[CH:20][C:21]([Cl:23])=[CH:22][C:16]=2[N:15]=1)=[O:24]. (2) Given the reactants [NH2:1][C:2]1[C:17]([OH:18])=[CH:16][CH:15]=[CH:14][C:3]=1[C:4]([NH:6][C:7]1[CH:12]=[CH:11][C:10]([Cl:13])=[CH:9][N:8]=1)=[O:5].[CH:19]([N:22]1[CH2:27][CH2:26][CH:25]([CH:28]=O)[CH2:24][CH2:23]1)([CH3:21])[CH3:20].O.C1(C)C=CC(S(O)(=O)=O)=CC=1.O, predict the reaction product. The product is: [ClH:13].[Cl:13][C:10]1[CH:11]=[CH:12][C:7]([NH:6][C:4](=[O:5])[C:3]2[CH:14]=[CH:15][CH:16]=[C:17]([OH:18])[C:2]=2[NH:1][CH2:28][CH:25]2[CH2:26][CH2:27][N:22]([CH:19]([CH3:21])[CH3:20])[CH2:23][CH2:24]2)=[N:8][CH:9]=1. (3) Given the reactants C([O-])(=O)C.C(O)C(N)(CO)CO.Cl.C(O)C(N)(CO)CO.C1C=[N+]([C@@H]2O[C@H](C[O:34][P:35]([O:38]P(OC[C@H]3O[C@@H](N4C5N=CN=C(N)C=5N=C4)[C@H]([O:34][P:35]([OH:38])([OH:37])=[O:36])[C@@H]3O)(O)=O)([OH:37])=[O:36])[C@@H](O)[C@H]2O)C=C(C(N)=O)C=1.[CH2:70]([O:81]P(O)(O)=O)[C@H:71]1[O:76][C@@H:75]([OH:77])[C@H:74]([OH:78])[C@@H:73]([OH:79])[C@@H:72]1[OH:80].P(OC[C@@H](O)[C@@H](O)[C@H](O)C(=O)CO)(O)(O)=O, predict the reaction product. The product is: [P:35]([OH:38])([OH:37])([OH:36])=[O:34].[O:77]=[CH:75][C@@H:74]([C@H:73]([C@@H:72]([C@@H:71]([CH2:70][OH:81])[OH:76])[OH:80])[OH:79])[OH:78]. (4) Given the reactants [CH2:1]1[C:9]2[C:4](=[CH:5][CH:6]=[CH:7][CH:8]=2)[CH2:3][CH:2]1[O:10][C:11]1[CH:12]=[C:13]2[C:18](=[CH:19][CH:20]=1)[CH:17]([CH2:21][C:22]([O:24]CC)=[O:23])[CH2:16][CH2:15][CH2:14]2.[Li+].[OH-].Cl, predict the reaction product. The product is: [CH2:1]1[C:9]2[C:4](=[CH:5][CH:6]=[CH:7][CH:8]=2)[CH2:3][CH:2]1[O:10][C:11]1[CH:12]=[C:13]2[C:18](=[CH:19][CH:20]=1)[CH:17]([CH2:21][C:22]([OH:24])=[O:23])[CH2:16][CH2:15][CH2:14]2. (5) The product is: [ClH:27].[N:1]1[C:6]2[NH:7][C:8]3[C:13]([C:5]=2[CH:4]=[CH:3][CH:2]=1)=[CH:12][C:11]([C@@H:14]1[O:19][CH2:18][CH2:17][NH:16][CH2:15]1)=[CH:10][CH:9]=3. Given the reactants [N:1]1[C:6]2[NH:7][C:8]3[C:13]([C:5]=2[CH:4]=[CH:3][CH:2]=1)=[CH:12][C:11]([C@@H:14]1[O:19][CH2:18][CH2:17][N:16](C(OC(C)(C)C)=O)[CH2:15]1)=[CH:10][CH:9]=3.[ClH:27].CCOCC, predict the reaction product.